This data is from Forward reaction prediction with 1.9M reactions from USPTO patents (1976-2016). The task is: Predict the product of the given reaction. Given the reactants [CH3:1][CH:2]1[C:7](=[O:8])[CH2:6][CH2:5][CH2:4][C:3]1=[O:9].[NH2:10][C:11]1[CH:12]=[C:13]([CH:17]=[CH:18][C:19]=1[Cl:20])[C:14]([OH:16])=[O:15], predict the reaction product. The product is: [Cl:20][C:19]1[CH:18]=[CH:17][C:13]([C:14]([OH:16])=[O:15])=[CH:12][C:11]=1[NH:10][C:7]1[CH2:6][CH2:5][CH2:4][C:3](=[O:9])[C:2]=1[CH3:1].[CH3:6][CH2:7][OH:8].